This data is from Peptide-MHC class I binding affinity with 185,985 pairs from IEDB/IMGT. The task is: Regression. Given a peptide amino acid sequence and an MHC pseudo amino acid sequence, predict their binding affinity value. This is MHC class I binding data. (1) The peptide sequence is RKLGWWLKL. The MHC is HLA-A02:01 with pseudo-sequence HLA-A02:01. The binding affinity (normalized) is 0.371. (2) The peptide sequence is WISDNTHIY. The MHC is HLA-A11:01 with pseudo-sequence HLA-A11:01. The binding affinity (normalized) is 0.130. (3) The peptide sequence is YGWSYFHE. The binding affinity (normalized) is 0.547. The MHC is Mamu-B52 with pseudo-sequence Mamu-B52. (4) The peptide sequence is NTDAFSREY. The MHC is HLA-A69:01 with pseudo-sequence HLA-A69:01. The binding affinity (normalized) is 0.0847. (5) The peptide sequence is WHTTKGAAL. The MHC is HLA-A11:01 with pseudo-sequence HLA-A11:01. The binding affinity (normalized) is 0.0847. (6) The peptide sequence is YTVAYQATV. The MHC is HLA-A68:02 with pseudo-sequence HLA-A68:02. The binding affinity (normalized) is 0.659. (7) The peptide sequence is SPAIFQYTM. The MHC is Mamu-A07 with pseudo-sequence Mamu-A07. The binding affinity (normalized) is 0.421. (8) The peptide sequence is AEMGGHAER. The MHC is HLA-A02:01 with pseudo-sequence HLA-A02:01. The binding affinity (normalized) is 0.0847. (9) The peptide sequence is AYIDNYNKF. The MHC is Mamu-A2201 with pseudo-sequence Mamu-A2201. The binding affinity (normalized) is 0.355.